From a dataset of Catalyst prediction with 721,799 reactions and 888 catalyst types from USPTO. Predict which catalyst facilitates the given reaction. (1) The catalyst class is: 2. Product: [Br:1][C:2]1[CH:7]=[CH:6][C:5]([C:8]2([CH3:20])[C:13]([CH3:15])([CH3:14])[O:12][C:11]([NH:39][C@H:31]([C:32]3[CH:37]=[CH:36][CH:35]=[CH:34][C:33]=3[F:38])[CH2:30][CH2:29][O:28][Si:21]([C:24]([CH3:27])([CH3:26])[CH3:25])([CH3:22])[CH3:23])=[N:10][S:9]2(=[O:18])=[O:19])=[CH:4][CH:3]=1. Reactant: [Br:1][C:2]1[CH:7]=[CH:6][C:5]([C:8]2([CH3:20])[C:13]([CH3:15])([CH3:14])[O:12][C:11](OC)=[N:10][S:9]2(=[O:19])=[O:18])=[CH:4][CH:3]=1.[Si:21]([O:28][CH2:29][CH2:30][C@H:31]([NH2:39])[C:32]1[CH:37]=[CH:36][CH:35]=[CH:34][C:33]=1[F:38])([C:24]([CH3:27])([CH3:26])[CH3:25])([CH3:23])[CH3:22]. (2) Reactant: [Si]([O:8][CH2:9][C:10]1[N:11]=[C:12]([Cl:20])[S:13][C:14]=1[C:15]([O:17][CH2:18][CH3:19])=[O:16])(C(C)(C)C)(C)C.Cl. Product: [Cl:20][C:12]1[S:13][C:14]([C:15]([O:17][CH2:18][CH3:19])=[O:16])=[C:10]([CH2:9][OH:8])[N:11]=1. The catalyst class is: 12. (3) Reactant: [N:1]([CH2:4][C:5]1[N:6]=[CH:7][C:8]([C:11]([NH:13][CH2:14][C:15]2[S:19][C:18]([CH3:20])=[N:17][CH:16]=2)=[O:12])=[N:9][CH:10]=1)=[N+]=[N-]. Product: [NH2:1][CH2:4][C:5]1[N:6]=[CH:7][C:8]([C:11]([NH:13][CH2:14][C:15]2[S:19][C:18]([CH3:20])=[N:17][CH:16]=2)=[O:12])=[N:9][CH:10]=1. The catalyst class is: 19. (4) The catalyst class is: 5. Product: [C:21]([O:25][C:26](=[O:37])[NH:27][CH2:28][C:29]1[CH:30]=[CH:31][C:32]([CH2:35][NH:1][CH2:2][CH2:3][O:4][CH2:5][CH2:6][N:7]([CH2:11][CH2:12][CH3:13])[CH2:8][CH2:9][CH3:10])=[CH:33][CH:34]=1)([CH3:24])([CH3:23])[CH3:22]. Reactant: [NH2:1][CH2:2][CH2:3][O:4][CH2:5][CH2:6][N:7]([CH2:11][CH2:12][CH3:13])[CH2:8][CH2:9][CH3:10].C(OC)(OC)OC.[C:21]([O:25][C:26](=[O:37])[NH:27][CH2:28][C:29]1[CH:34]=[CH:33][C:32]([CH:35]=O)=[CH:31][CH:30]=1)([CH3:24])([CH3:23])[CH3:22].[BH4-].[Na+]. (5) Reactant: [Br:1][C:2]1[CH:3]=[CH:4][C:5]2[S:9][C:8]([CH3:10])=[N:7][C:6]=2[CH:11]=1.[Br:12]NC(=O)CCC(N)=O. Product: [Br:1][C:2]1[CH:3]=[CH:4][C:5]2[S:9][C:8]([CH2:10][Br:12])=[N:7][C:6]=2[CH:11]=1. The catalyst class is: 734. (6) The catalyst class is: 13. Reactant: Cl[C:2]1[C:11]2[C:6](=[CH:7][CH:8]=[CH:9][CH:10]=2)[C:5]([Cl:12])=[N:4][N:3]=1.[CH2:13]([N:20]1[CH2:25][CH2:24][NH:23][CH2:22][C:21]1=[O:26])[C:14]1[CH:19]=[CH:18][CH:17]=[CH:16][CH:15]=1.C(=O)([O-])[O-].[K+].[K+].CN1CCCC1=O. Product: [CH2:13]([N:20]1[CH2:25][CH2:24][N:23]([C:2]2[C:11]3[C:6](=[CH:7][CH:8]=[CH:9][CH:10]=3)[C:5]([Cl:12])=[N:4][N:3]=2)[CH2:22][C:21]1=[O:26])[C:14]1[CH:15]=[CH:16][CH:17]=[CH:18][CH:19]=1. (7) Reactant: Cl[CH2:2][O:3][CH3:4].[Cl:5][C:6]1[CH:11]=[CH:10][C:9]([OH:12])=[CH:8][N:7]=1.C([O-])([O-])=O.[K+].[K+]. Product: [Cl:5][C:6]1[CH:11]=[CH:10][C:9]([O:12][CH2:2][O:3][CH3:4])=[CH:8][N:7]=1. The catalyst class is: 21. (8) Reactant: [C:1]([CH2:3][C@H:4]1[C:9]2[N:10]=[C:11]([C:21]3[CH:26]=[CH:25][C:24]([NH:27][C:28]([NH:30][CH2:31][CH3:32])=[O:29])=[CH:23][CH:22]=3)[N:12]=[C:13]([N:14]3[CH2:19][CH2:18][O:17][CH2:16][C@@H:15]3[CH3:20])[C:8]=2[CH2:7][CH2:6][N:5]1[CH2:33][CH3:34])#[N:2].C(N1CCC2C(N3CCOCC3)=NC(C3C=CC(NC(NCC)=O)=CC=3)=NC=2C1CC#N)(=O)C.Cl.[OH-].[Na+].CC1C=CC(COC(NNC(C2C=NC=CN=2)=O)=O)=CC=1. Product: [C:1]([CH2:3][C@@H:4]1[C:9]2[N:10]=[C:11]([C:21]3[CH:26]=[CH:25][C:24]([NH:27][C:28]([NH:30][CH2:31][CH3:32])=[O:29])=[CH:23][CH:22]=3)[N:12]=[C:13]([N:14]3[CH2:19][CH2:18][O:17][CH2:16][C@@H:15]3[CH3:20])[C:8]=2[CH2:7][CH2:6][N:5]1[CH2:33][CH3:34])#[N:2]. The catalyst class is: 7. (9) Reactant: [N:1]1([CH2:10][C:11]2[CH:12]=[C:13]([C:17]3[CH:21]=[C:20]([CH2:22][CH:23]([CH3:25])[CH3:24])[S:19][C:18]=3[S:26]([NH:29]C(C)(C)C)(=[O:28])=[O:27])[CH:14]=[CH:15][CH:16]=2)[C:5]2[CH:6]=[CH:7][CH:8]=[CH:9][C:4]=2[N:3]=[CH:2]1.B(Cl)(Cl)Cl.N1(C2C=CC=CN=2)CCCC1.Cl[C:50]([O:52][CH2:53][CH2:54][CH2:55][CH3:56])=[O:51].C(O)(=O)CC(CC(O)=O)(C(O)=O)O. Product: [CH2:53]([O:52][C:50]([NH:29][S:26]([C:18]1[S:19][C:20]([CH2:22][CH:23]([CH3:24])[CH3:25])=[CH:21][C:17]=1[C:13]1[CH:14]=[CH:15][CH:16]=[C:11]([CH2:10][N:1]2[C:5]3[CH:6]=[CH:7][CH:8]=[CH:9][C:4]=3[N:3]=[CH:2]2)[CH:12]=1)(=[O:28])=[O:27])=[O:51])[CH2:54][CH2:55][CH3:56]. The catalyst class is: 2. (10) Reactant: [OH-].[Na+].[F:3][C:4]1[CH:13]=[C:12]([O:14][CH3:15])[C:11]([F:16])=[CH:10][C:5]=1[C:6]([O:8]C)=[O:7].Cl. Product: [F:3][C:4]1[CH:13]=[C:12]([O:14][CH3:15])[C:11]([F:16])=[CH:10][C:5]=1[C:6]([OH:8])=[O:7]. The catalyst class is: 36.